The task is: Predict which catalyst facilitates the given reaction.. This data is from Catalyst prediction with 721,799 reactions and 888 catalyst types from USPTO. (1) Reactant: [CH3:1][O:2][C:3]1[CH:11]=[CH:10][CH:9]=[C:8]([CH2:12][CH2:13][CH2:14][CH2:15][CH2:16][CH2:17][CH2:18][CH2:19][CH2:20][CH2:21][CH2:22][CH2:23][CH2:24][CH2:25][CH3:26])[C:4]=1[C:5](O)=[O:6].S(Cl)([Cl:29])=O.CN(C)C=O. Product: [CH3:1][O:2][C:3]1[CH:11]=[CH:10][CH:9]=[C:8]([CH2:12][CH2:13][CH2:14][CH2:15][CH2:16][CH2:17][CH2:18][CH2:19][CH2:20][CH2:21][CH2:22][CH2:23][CH2:24][CH2:25][CH3:26])[C:4]=1[C:5]([Cl:29])=[O:6]. The catalyst class is: 81. (2) Reactant: [NH2:1][C@@H:2]([CH2:6][CH2:7][CH2:8][NH:9][C:10]([O:12][CH2:13][C:14]1[CH:19]=[CH:18][CH:17]=[CH:16][CH:15]=1)=[O:11])[C:3]([OH:5])=[O:4].[O:20]1[C:24]2[CH:25]=[CH:26][CH:27]=[CH:28][C:23]=2[CH:22]=[C:21]1[C:29](O)=[O:30].C1CN([P+](ON2N=NC3C=CC=CC2=3)(N2CCCC2)N2CCCC2)CC1.F[P-](F)(F)(F)(F)F.CCN(C(C)C)C(C)C. Product: [O:20]1[C:24]2[CH:25]=[CH:26][CH:27]=[CH:28][C:23]=2[CH:22]=[C:21]1[C:29]([NH:1][C@@H:2]([CH2:6][CH2:7][CH2:8][NH:9][C:10]([O:12][CH2:13][C:14]1[CH:19]=[CH:18][CH:17]=[CH:16][CH:15]=1)=[O:11])[C:3]([OH:5])=[O:4])=[O:30]. The catalyst class is: 37.